This data is from Forward reaction prediction with 1.9M reactions from USPTO patents (1976-2016). The task is: Predict the product of the given reaction. (1) Given the reactants [C:1]([C:3]1[CH:4]=[N:5][CH:6]=[CH:7][C:8]=1[C:9]1[O:10][C:11]2[CH:17]=[CH:16][C:15]([C:18]([F:21])([F:20])[F:19])=[CH:14][C:12]=2[N:13]=1)#[CH:2].[H][H], predict the reaction product. The product is: [CH2:1]([C:3]1[CH:4]=[N:5][CH:6]=[CH:7][C:8]=1[C:9]1[O:10][C:11]2[CH:17]=[CH:16][C:15]([C:18]([F:20])([F:21])[F:19])=[CH:14][C:12]=2[N:13]=1)[CH3:2]. (2) The product is: [F:27][C:2]1([F:1])[CH2:5][CH:4]([NH:6][C:7]2[N:12]=[C:11]([NH:13][C:14]3[CH:19]=[CH:18][N:17]=[C:16]([C:20]([F:21])([F:22])[F:23])[CH:15]=3)[N:10]=[C:9]([C:24]3[S:26][CH2:29][C:30]([C:31]([F:34])([F:33])[F:32])([OH:35])[N:25]=3)[N:8]=2)[CH2:3]1. Given the reactants [F:1][C:2]1([F:27])[CH2:5][CH:4]([NH:6][C:7]2[N:12]=[C:11]([NH:13][C:14]3[CH:19]=[CH:18][N:17]=[C:16]([C:20]([F:23])([F:22])[F:21])[CH:15]=3)[N:10]=[C:9]([C:24](=[S:26])[NH2:25])[N:8]=2)[CH2:3]1.Br[CH2:29][C:30](=[O:35])[C:31]([F:34])([F:33])[F:32], predict the reaction product.